This data is from Full USPTO retrosynthesis dataset with 1.9M reactions from patents (1976-2016). The task is: Predict the reactants needed to synthesize the given product. Given the product [CH:1]([C:4]1[CH:5]=[C:6]2[C:11](=[C:12]([C:14]3[CH:19]=[CH:18][CH:17]=[C:16]([CH2:20][CH:21]([C:24]4[CH:25]=[CH:26][C:27]([S:30]([CH3:33])(=[O:32])=[O:31])=[CH:28][CH:29]=4)[C:22]4[NH:50][N:49]=[N:48][N:23]=4)[CH:15]=3)[CH:13]=1)[N:10]=[CH:9][CH:8]=[CH:7]2)([CH3:3])[CH3:2], predict the reactants needed to synthesize it. The reactants are: [CH:1]([C:4]1[CH:5]=[C:6]2[C:11](=[C:12]([C:14]3[CH:15]=[C:16]([CH2:20][CH:21]([C:24]4[CH:29]=[CH:28][C:27]([S:30]([CH3:33])(=[O:32])=[O:31])=[CH:26][CH:25]=4)[C:22]#[N:23])[CH:17]=[CH:18][CH:19]=3)[CH:13]=1)[N:10]=[CH:9][CH:8]=[CH:7]2)([CH3:3])[CH3:2].C([Sn](Cl)(CCCC)CCCC)CCC.[N-:48]=[N+:49]=[N-:50].[Na+].